From a dataset of Reaction yield outcomes from USPTO patents with 853,638 reactions. Predict the reaction yield, written as a fraction of the theoretical maximum amount of product (1.0 means a 100% yield; for example, 0.34 means a 34% yield). (1) The reactants are [Br:1][C:2]1[CH:7]=[CH:6][C:5]([C:8]2[C:9]3[C:14]([C:15]4[CH:16]=[CH:17][CH:18]=[CH:19][C:20]=4[CH:21]=2)=[CH:13][CH:12]=[CH:11][CH:10]=3)=[C:4]([N+:22]([O-])=O)[CH:3]=1.P(OCC)(OCC)(OCC)=O. No catalyst specified. The product is [Br:1][C:2]1[CH:7]=[CH:6][C:5]2[C:8]3[C:21]([NH:22][C:4]=2[CH:3]=1)=[C:20]1[CH:19]=[CH:18][CH:17]=[CH:16][C:15]1=[C:14]1[CH:13]=[CH:12][CH:11]=[CH:10][C:9]=31. The yield is 0.620. (2) The reactants are C(O[CH:4](OCC)[CH2:5][NH:6][C:7]([C:9]1[CH:13]=[C:12]([C:14]2[CH:19]=[CH:18][C:17]([Cl:20])=[CH:16][CH:15]=2)[N:11]([C:21]2[CH:26]=[CH:25][C:24]([Cl:27])=[CH:23][C:22]=2[Cl:28])[N:10]=1)=[O:8])C.O.[C:33]1([CH3:43])[CH:38]=[CH:37][C:36](S(O)(=O)=O)=[CH:35][CH:34]=1. The catalyst is C1(C)C=CC=CC=1. The product is [CH2:43]([N:6]1[CH:5]=[CH:4][C:13]2=[C:12]([C:14]3[CH:15]=[CH:16][C:17]([Cl:20])=[CH:18][CH:19]=3)[N:11]([C:21]3[CH:26]=[CH:25][C:24]([Cl:27])=[CH:23][C:22]=3[Cl:28])[N:10]=[C:9]2[C:7]1=[O:8])[C:33]1[CH:38]=[CH:37][CH:36]=[CH:35][CH:34]=1. The yield is 0.160. (3) The reactants are [CH2:1]([O:3][C:4]([C:6]1([NH:11][C:12]([CH:14]2[CH2:18][CH:17]([O:19][C:20]3[C:29]4[C:24](=[C:25]([CH3:32])[C:26]([O:30][CH3:31])=[CH:27][CH:28]=4)[N:23]=C(C4C=CC=C(C)N=4)[CH:21]=3)[CH2:16][CH:15]2[C:40](O)=[O:41])=[O:13])[CH2:8][CH:7]1[CH:9]=[CH2:10])=[O:5])[CH3:2].Cl.[CH3:44][NH:45][CH2:46][CH2:47][CH2:48][CH2:49][CH:50]=[CH2:51].[CH:52]([N:55]([CH:58]([CH3:60])[CH3:59])CC)([CH3:54])[CH3:53].[CH3:61]N(C(ON1N=NC2C=CC=NC1=2)=[N+](C)C)C.F[P-](F)(F)(F)(F)F. The catalyst is CN(C=O)C. The product is [CH2:1]([O:3][C:4]([C:6]1([NH:11][C:12]([CH:14]2[CH2:18][CH:17]([O:19][C:20]3[C:29]4[C:24](=[C:25]([CH3:32])[C:26]([O:30][CH3:31])=[CH:27][CH:28]=4)[N:23]=[C:60]([C:58]4[CH:59]=[CH:61][CH:54]=[C:52]([CH3:53])[N:55]=4)[CH:21]=3)[CH2:16][CH:15]2[C:40](=[O:41])[N:45]([CH2:46][CH2:47][CH2:48][CH2:49][CH:50]=[CH2:51])[CH3:44])=[O:13])[CH2:8][CH:7]1[CH:9]=[CH2:10])=[O:5])[CH3:2]. The yield is 0.820.